This data is from Forward reaction prediction with 1.9M reactions from USPTO patents (1976-2016). The task is: Predict the product of the given reaction. (1) Given the reactants [CH3:1][O:2][C:3]([C:5]1([CH3:27])[CH2:11][CH2:10][N:9]([S:12]([C:15]2[CH:21]=[CH:20][C:18]([CH3:19])=[CH:17][CH:16]=2)(=[O:14])=[O:13])[C:8]2[CH:22]=[CH:23][CH:24]=[CH:25][C:7]=2[C:6]1=O)=[O:4].FC(F)(F)C(O)=O.C([SiH](CC)CC)C.CS(O)(=O)=O.C(=O)([O-])O.[Na+], predict the reaction product. The product is: [CH3:1][O:2][C:3]([C:5]1([CH3:27])[CH2:11][CH2:10][N:9]([S:12]([C:15]2[CH:16]=[CH:17][C:18]([CH3:19])=[CH:20][CH:21]=2)(=[O:14])=[O:13])[C:8]2[CH:22]=[CH:23][CH:24]=[CH:25][C:7]=2[CH2:6]1)=[O:4]. (2) Given the reactants [Cl:1][C:2]1[CH:7]=[CH:6][C:5]([CH2:8][C@@H:9]([NH2:30])[C:10]([N:12]2[CH2:17][CH2:16][C:15]([CH:24]3[CH2:29][CH2:28][CH2:27][CH2:26][CH2:25]3)([CH2:18][N:19]3[CH:23]=[N:22][CH:21]=[N:20]3)[CH2:14][CH2:13]2)=[O:11])=[CH:4][CH:3]=1.[C:31]([N:38]1[CH2:43][CH2:42][CH2:41][CH2:40][C:39]1=O)([O:33][C:34]([CH3:37])([CH3:36])[CH3:35])=[O:32].C(O[BH-](OC(=O)C)OC(=O)C)(=O)C.[Na+], predict the reaction product. The product is: [Cl:1][C:2]1[CH:7]=[CH:6][C:5]([CH2:8][C@@H:9]([NH:30][CH:41]2[CH2:42][CH2:43][N:38]([C:31]([O:33][C:34]([CH3:37])([CH3:36])[CH3:35])=[O:32])[CH2:39][CH2:40]2)[C:10]([N:12]2[CH2:17][CH2:16][C:15]([CH:24]3[CH2:29][CH2:28][CH2:27][CH2:26][CH2:25]3)([CH2:18][N:19]3[CH:23]=[N:22][CH:21]=[N:20]3)[CH2:14][CH2:13]2)=[O:11])=[CH:4][CH:3]=1. (3) Given the reactants [C:1]([N:5]1[C:9]([CH2:10][CH2:11][CH3:12])=[CH:8][C:7]([CH2:13][CH2:14][CH:15]=O)=[N:6]1)([CH3:4])([CH3:3])[CH3:2].[CH3:17][C:18]1[CH:23]=[C:22]([CH3:24])[CH:21]=[CH:20][C:19]=1[N:25]1[CH2:30][CH2:29][NH:28][CH2:27][CH2:26]1.CCN(C(C)C)C(C)C.[BH-](OC(C)=O)(OC(C)=O)OC(C)=O.[Na+], predict the reaction product. The product is: [C:1]([N:5]1[C:9]([CH2:10][CH2:11][CH3:12])=[CH:8][C:7]([CH2:13][CH2:14][CH2:15][N:28]2[CH2:29][CH2:30][N:25]([C:19]3[CH:20]=[CH:21][C:22]([CH3:24])=[CH:23][C:18]=3[CH3:17])[CH2:26][CH2:27]2)=[N:6]1)([CH3:4])([CH3:3])[CH3:2]. (4) Given the reactants FC(F)(F)C(O)=O.[Cl:8][C:9]1[CH:10]=[C:11]([CH:30]=[CH:31][C:32]=1[O:33][CH2:34][C:35]1[CH:40]=[CH:39][CH:38]=[C:37]([F:41])[CH:36]=1)[NH:12][C:13]1[C:22]2[C:17](=[CH:18][C:19]([OH:29])=[CH:20][C:21]=2[O:23][CH:24]2[CH2:28][CH2:27][O:26][CH2:25]2)[N:16]=[CH:15][N:14]=1.Br[CH2:43][CH2:44][CH2:45][Cl:46], predict the reaction product. The product is: [Cl:8][C:9]1[CH:10]=[C:11]([CH:30]=[CH:31][C:32]=1[O:33][CH2:34][C:35]1[CH:40]=[CH:39][CH:38]=[C:37]([F:41])[CH:36]=1)[NH:12][C:13]1[C:22]2[C:17](=[CH:18][C:19]([O:29][CH2:43][CH2:44][CH2:45][Cl:46])=[CH:20][C:21]=2[O:23][CH:24]2[CH2:28][CH2:27][O:26][CH2:25]2)[N:16]=[CH:15][N:14]=1.